Dataset: Reaction yield outcomes from USPTO patents with 853,638 reactions. Task: Predict the reaction yield, written as a fraction of the theoretical maximum amount of product (1.0 means a 100% yield; for example, 0.34 means a 34% yield). (1) The reactants are [F:1][C:2]1[CH:7]=[CH:6][C:5]([Mg]Br)=[CH:4][CH:3]=1.Cl[CH2:11][C:12]1[CH:20]=[C:19]([C:21]#[N:22])[CH:18]=[CH:17][C:13]=1[C:14](Cl)=[O:15].[CH3:23][N:24]([CH3:30])[CH2:25][CH2:26][CH2:27][Mg]Cl.O. The catalyst is C1(C)C=CC=CC=1. The product is [CH3:23][N:24]([CH3:30])[CH2:25][CH2:26][CH2:27][C:14]1([C:5]2[CH:6]=[CH:7][C:2]([F:1])=[CH:3][CH:4]=2)[C:13]2[C:12](=[CH:20][C:19]([C:21]#[N:22])=[CH:18][CH:17]=2)[CH2:11][O:15]1. The yield is 0.560. (2) The reactants are [Cl:1][C:2]1[CH:7]=[CH:6][C:5]([C:8]2[N:16]([C:17]3[CH:22]=[CH:21][C:20]([Cl:23])=[CH:19][C:18]=3[Cl:24])[C:15]3[CH2:14][CH2:13][N:12](CC4C=CC(OC)=CC=4OC)[C:11](=[O:36])[C:10]=3[C:9]=2[CH3:37])=[CH:4][CH:3]=1. The catalyst is FC(F)(F)C(O)=O. The product is [Cl:1][C:2]1[CH:3]=[CH:4][C:5]([C:8]2[N:16]([C:17]3[CH:22]=[CH:21][C:20]([Cl:23])=[CH:19][C:18]=3[Cl:24])[C:15]3[CH2:14][CH2:13][NH:12][C:11](=[O:36])[C:10]=3[C:9]=2[CH3:37])=[CH:6][CH:7]=1. The yield is 0.730. (3) The reactants are [F:1][C:2]([F:24])([F:23])[C:3]1[CH:4]=[C:5]([CH2:9][S:10]([C:13]2[CH:14]=[C:15]3[C:19](=[CH:20][CH:21]=2)[NH:18][C:17](=[O:22])[CH2:16]3)(=[O:12])=[O:11])[CH:6]=[CH:7][CH:8]=1.[CH2:25]([N:27]([CH2:42][CH3:43])[CH2:28][CH2:29][NH:30][C:31]([C:33]1[C:37]([CH3:38])=[C:36]([CH:39]=O)[NH:35][C:34]=1[CH3:41])=[O:32])[CH3:26].N1CCCCC1. The catalyst is C(O)C. The product is [CH2:42]([N:27]([CH2:25][CH3:26])[CH2:28][CH2:29][NH:30][C:31]([C:33]1[C:37]([CH3:38])=[C:36](/[CH:39]=[C:16]2\[C:17](=[O:22])[NH:18][C:19]3[C:15]\2=[CH:14][C:13]([S:10]([CH2:9][C:5]2[CH:6]=[CH:7][CH:8]=[C:3]([C:2]([F:1])([F:23])[F:24])[CH:4]=2)(=[O:12])=[O:11])=[CH:21][CH:20]=3)[NH:35][C:34]=1[CH3:41])=[O:32])[CH3:43]. The yield is 0.620. (4) The reactants are [NH:1]1[C:9]2[C:4](=[CH:5][CH:6]=[CH:7][CH:8]=2)[CH2:3][C:2]1=[O:10].[Li+].C[Si]([N-][Si](C)(C)C)(C)C.C1COCC1.[CH3:26][O:27][C:28]1[CH:29]=[C:30]2[C:34](=[CH:35][CH:36]=1)[C:33](=O)[O:32][C:31]2([CH3:39])[CH3:38]. The catalyst is C(COC)OC. The product is [CH3:26][O:27][C:28]1[CH:29]=[C:30]2[C:34](=[CH:35][CH:36]=1)[C:33](=[C:3]1[C:4]3[C:9](=[CH:8][CH:7]=[CH:6][CH:5]=3)[NH:1][C:2]1=[O:10])[O:32][C:31]2([CH3:39])[CH3:38]. The yield is 0.160.